Dataset: Reaction yield outcomes from USPTO patents with 853,638 reactions. Task: Predict the reaction yield, written as a fraction of the theoretical maximum amount of product (1.0 means a 100% yield; for example, 0.34 means a 34% yield). (1) The reactants are [N+:1]([C:4]1[CH:5]=[C:6]2[C:10](=[CH:11][CH:12]=1)[NH:9][C:8](=[O:13])[CH2:7]2)([O-])=O. The catalyst is CO.[Pd]. The product is [NH2:1][C:4]1[CH:5]=[C:6]2[C:10](=[CH:11][CH:12]=1)[NH:9][C:8](=[O:13])[CH2:7]2. The yield is 0.600. (2) The reactants are Cl.[NH2:2][C@H:3]1[CH2:10][CH2:9][CH2:8][NH:7][C:5](=[O:6])[CH2:4]1.C([O-])([O-])=O.[Na+].[Na+].[CH2:17]([S:27](Cl)(=[O:29])=[O:28])[CH2:18][CH2:19][CH2:20][CH2:21][CH2:22][CH2:23][CH2:24][CH2:25][CH3:26]. The catalyst is O.ClCCl. The product is [CH2:17]([S:27]([NH:2][C@H:3]1[CH2:10][CH2:9][CH2:8][NH:7][C:5](=[O:6])[CH2:4]1)(=[O:29])=[O:28])[CH2:18][CH2:19][CH2:20][CH2:21][CH2:22][CH2:23][CH2:24][CH2:25][CH3:26]. The yield is 0.480. (3) The reactants are [Br:1][C:2]1[CH:3]=[N:4][N:5]([CH3:18])[C:6]=1[C:7]1[CH:8]=[C:9]([C:15]([OH:17])=O)[S:10][C:11]=1[CH2:12][CH2:13][CH3:14].[NH2:19][C@@H:20]([CH2:33][C:34]1[CH:39]=[CH:38][CH:37]=[CH:36][C:35]=1[C:40]([F:43])([F:42])[F:41])[CH2:21][N:22]1[C:30](=[O:31])[C:29]2[C:24](=[CH:25][CH:26]=[CH:27][CH:28]=2)[C:23]1=[O:32].C(N(C(C)C)CC)(C)C.F[P-](F)(F)(F)(F)F.Br[P+](N1CCCC1)(N1CCCC1)N1CCCC1. The catalyst is C(Cl)Cl. The product is [Br:1][C:2]1[CH:3]=[N:4][N:5]([CH3:18])[C:6]=1[C:7]1[CH:8]=[C:9]([C:15]([NH:19][C@@H:20]([CH2:33][C:34]2[CH:39]=[CH:38][CH:37]=[CH:36][C:35]=2[C:40]([F:43])([F:41])[F:42])[CH2:21][N:22]2[C:30](=[O:31])[C:29]3[C:24](=[CH:25][CH:26]=[CH:27][CH:28]=3)[C:23]2=[O:32])=[O:17])[S:10][C:11]=1[CH2:12][CH2:13][CH3:14]. The yield is 0.720. (4) The reactants are [CH3:1][C:2]1([OH:12])[CH:9]2[CH2:10][CH:5]3[CH2:6][CH:7]([CH2:11][CH:3]1[CH2:4]3)[CH2:8]2.C(N(CC)CC)C.[C:20](Cl)(=[O:23])[CH:21]=[CH2:22]. The catalyst is CC(CC(C)C)=O. The product is [C:20]([O:12][C:2]1([CH3:1])[CH:3]2[CH2:11][CH:7]3[CH2:6][CH:5]([CH2:10][CH:9]1[CH2:8]3)[CH2:4]2)(=[O:23])[CH:21]=[CH2:22]. The yield is 0.920. (5) The reactants are [CH3:1][C:2]1[CH:19]=[CH:18][CH:17]=[C:16]([CH3:20])[C:3]=1/[CH:4]=[CH:5]/[C:6]1[CH:7]=[C:8]([CH2:12][CH2:13][CH2:14][NH2:15])[CH:9]=[CH:10][CH:11]=1.[ClH:21]. The catalyst is C(OCC)C. The product is [ClH:21].[CH3:1][C:2]1[CH:19]=[CH:18][CH:17]=[C:16]([CH3:20])[C:3]=1/[CH:4]=[CH:5]/[C:6]1[CH:7]=[C:8]([CH2:12][CH2:13][CH2:14][NH2:15])[CH:9]=[CH:10][CH:11]=1. The yield is 0.950. (6) The reactants are [CH2:1]([N:8]1[C:16]2[C:11](=[CH:12][CH:13]=[CH:14][CH:15]=2)[C:10]([C:17]2[CH:22]=[CH:21][C:20]([C:23]([O:25]CC)=[O:24])=[CH:19][CH:18]=2)=[N:9]1)[C:2]1[CH:7]=[CH:6][CH:5]=[CH:4][CH:3]=1.[OH-].[Na+].Cl. The product is [CH2:1]([N:8]1[C:16]2[C:11](=[CH:12][CH:13]=[CH:14][CH:15]=2)[C:10]([C:17]2[CH:18]=[CH:19][C:20]([C:23]([OH:25])=[O:24])=[CH:21][CH:22]=2)=[N:9]1)[C:2]1[CH:7]=[CH:6][CH:5]=[CH:4][CH:3]=1. The catalyst is CO. The yield is 0.945. (7) The reactants are [NH2:1][C:2]1[N:3]=[CH:4][C:5]([C:18]2[CH:47]=[CH:46][C:21]([CH2:22][N:23]([CH2:44][CH3:45])[CH:24]3[CH2:29][CH2:28][N:27](C(OC(C)(C)C)=O)[C@@H:26]([C:37]([O:39][C:40]([CH3:43])([CH3:42])[CH3:41])=[O:38])[CH2:25]3)=[CH:20][CH:19]=2)=[N:6][C:7]=1[NH:8][CH2:9][C:10]1[C:15]([Cl:16])=[CH:14][CH:13]=[CH:12][C:11]=1[Cl:17].Cl.[OH-].[Na+]. The catalyst is C(Cl)Cl.O1CCOCC1. The product is [NH2:1][C:2]1[N:3]=[CH:4][C:5]([C:18]2[CH:19]=[CH:20][C:21]([CH2:22][N:23]([CH2:44][CH3:45])[CH:24]3[CH2:29][CH2:28][NH:27][C@@H:26]([C:37]([O:39][C:40]([CH3:41])([CH3:43])[CH3:42])=[O:38])[CH2:25]3)=[CH:46][CH:47]=2)=[N:6][C:7]=1[NH:8][CH2:9][C:10]1[C:15]([Cl:16])=[CH:14][CH:13]=[CH:12][C:11]=1[Cl:17]. The yield is 0.150.